Dataset: Peptide-MHC class I binding affinity with 185,985 pairs from IEDB/IMGT. Task: Regression. Given a peptide amino acid sequence and an MHC pseudo amino acid sequence, predict their binding affinity value. This is MHC class I binding data. (1) The peptide sequence is ILMTHFFSIL. The MHC is HLA-A02:06 with pseudo-sequence HLA-A02:06. The binding affinity (normalized) is 0.574. (2) The peptide sequence is PSSIAARGY. The MHC is HLA-A30:02 with pseudo-sequence HLA-A30:02. The binding affinity (normalized) is 0.240. (3) The peptide sequence is YAYEPGSVM. The MHC is HLA-B15:02 with pseudo-sequence HLA-B15:02. The binding affinity (normalized) is 0.820. (4) The peptide sequence is KTWKPTIFL. The MHC is HLA-A02:06 with pseudo-sequence HLA-A02:06. The binding affinity (normalized) is 0.600. (5) The peptide sequence is RSSPRETMK. The MHC is HLA-B39:01 with pseudo-sequence HLA-B39:01. The binding affinity (normalized) is 0.0847. (6) The peptide sequence is YAYEPGSVM. The binding affinity (normalized) is 0.213. The MHC is HLA-C04:01 with pseudo-sequence HLA-C04:01.